Dataset: Full USPTO retrosynthesis dataset with 1.9M reactions from patents (1976-2016). Task: Predict the reactants needed to synthesize the given product. (1) Given the product [Cl:1][C:2]1[CH:3]=[CH:4][C:5]([C:37]#[N:38])=[C:6]([C:8]2[C:13]([O:14][CH3:15])=[CH:12][N:11]([CH:16]([CH2:34][CH3:35])[C:17]([NH:19][C:20]3[CH:21]=[C:22]4[C:26](=[CH:27][CH:28]=3)[NH:25][C:24]([C:29]([OH:31])=[O:30])=[CH:23]4)=[O:18])[C:10](=[O:36])[CH:9]=2)[CH:7]=1, predict the reactants needed to synthesize it. The reactants are: [Cl:1][C:2]1[CH:3]=[CH:4][C:5]([C:37]#[N:38])=[C:6]([C:8]2[C:13]([O:14][CH3:15])=[CH:12][N:11]([CH:16]([CH2:34][CH3:35])[C:17]([NH:19][C:20]3[CH:21]=[C:22]4[C:26](=[CH:27][CH:28]=3)[NH:25][C:24]([C:29]([O:31]CC)=[O:30])=[CH:23]4)=[O:18])[C:10](=[O:36])[CH:9]=2)[CH:7]=1.[OH-].[Li+]. (2) Given the product [F:1][C:2]1[CH:3]=[CH:4][C:5]([N+:9]([O-:11])=[O:10])=[C:6]([O:8][CH:12]([CH3:14])[CH3:13])[CH:7]=1, predict the reactants needed to synthesize it. The reactants are: [F:1][C:2]1[CH:3]=[CH:4][C:5]([N+:9]([O-:11])=[O:10])=[C:6]([OH:8])[CH:7]=1.[CH:12](I)([CH3:14])[CH3:13].C(=O)([O-])[O-].[K+].[K+]. (3) Given the product [C:30]([OH:32])([C:29]([F:34])([F:33])[F:28])=[O:31].[F:28][C:29]([F:34])([F:33])[C:30]([OH:32])=[O:31].[Cl:1][C:2]1[CH:7]=[CH:6][C:5]([N:8]2[C:12]([CH:13]3[CH2:18][CH2:17][NH:16][CH2:15][CH2:14]3)=[N:11][C:10]([CH3:26])=[N:9]2)=[CH:4][C:3]=1[CH3:27], predict the reactants needed to synthesize it. The reactants are: [Cl:1][C:2]1[CH:7]=[CH:6][C:5]([N:8]2[C:12]([CH:13]3[CH2:18][CH2:17][N:16](C(OC(C)(C)C)=O)[CH2:15][CH2:14]3)=[N:11][C:10]([CH3:26])=[N:9]2)=[CH:4][C:3]=1[CH3:27].[F:28][C:29]([F:34])([F:33])[C:30]([OH:32])=[O:31]. (4) Given the product [N+:1]([C:4]1[CH:11]=[CH:10][CH:9]=[CH:8][C:5]=1[CH:6]([OH:7])[CH2:14][CH:13]=[CH2:12])([O-:3])=[O:2], predict the reactants needed to synthesize it. The reactants are: [N+:1]([C:4]1[CH:11]=[CH:10][CH:9]=[CH:8][C:5]=1[CH:6]=[O:7])([O-:3])=[O:2].[CH2:12]([Si](C)(C)C)[CH:13]=[CH2:14]. (5) Given the product [CH2:9]([C:8]([C:7](=[O:19])[CH3:6])=[CH:2][C:1]([OH:5])=[O:4])[CH2:10][CH2:11][CH2:12][CH2:13][CH2:14][CH2:15][CH2:16][CH2:17][CH3:18], predict the reactants needed to synthesize it. The reactants are: [C:1]([OH:5])(=[O:4])[CH:2]=O.[CH3:6][C:7](=[O:19])[CH2:8][CH2:9][CH2:10][CH2:11][CH2:12][CH2:13][CH2:14][CH2:15][CH2:16][CH2:17][CH3:18]. (6) Given the product [OH:15][C@@H:12]1[CH2:13][CH2:14][N:10]([C:2]2[CH:3]=[C:4]([CH:7]=[CH:8][CH:9]=2)[C:5]#[N:6])[CH2:11]1, predict the reactants needed to synthesize it. The reactants are: F[C:2]1[CH:3]=[C:4]([CH:7]=[CH:8][CH:9]=1)[C:5]#[N:6].[NH:10]1[CH2:14][CH2:13][C@@H:12]([OH:15])[CH2:11]1.O.